Task: Predict the reactants needed to synthesize the given product.. Dataset: Full USPTO retrosynthesis dataset with 1.9M reactions from patents (1976-2016) Given the product [C:1]([O:5][C:6](=[O:21])[NH:7][N:8]1[C:17]([CH3:18])=[C:16]([Br:22])[C:15]2[C:10](=[C:11]([F:19])[CH:12]=[CH:13][CH:14]=2)[C:9]1=[O:20])([CH3:4])([CH3:2])[CH3:3], predict the reactants needed to synthesize it. The reactants are: [C:1]([O:5][C:6](=[O:21])[NH:7][N:8]1[C:17]([CH3:18])=[CH:16][C:15]2[C:10](=[C:11]([F:19])[CH:12]=[CH:13][CH:14]=2)[C:9]1=[O:20])([CH3:4])([CH3:3])[CH3:2].[Br:22]N1C(=O)CCC1=O.CCOCC.